This data is from Reaction yield outcomes from USPTO patents with 853,638 reactions. The task is: Predict the reaction yield, written as a fraction of the theoretical maximum amount of product (1.0 means a 100% yield; for example, 0.34 means a 34% yield). The reactants are [H-].[Na+].[CH3:3][N:4]([CH3:7])[CH:5]=[O:6].[Cl:8][C:9]1[CH:14]=[CH:13][CH:12]=[CH:11][C:10]=1[C@H:15]([N:20]1[CH2:25][CH2:24][CH:23]2[S:26][C:27](=[O:29])[CH:28]=[C:22]2[CH2:21]1)[C:16]([O:18][CH3:19])=[O:17].CN(C)C(Cl)=O. The catalyst is C(OCC)(=O)C.O. The product is [CH3:3][N:4]([CH3:7])[C:5]([O:29][C:27]1[S:26][C:23]2[CH2:24][CH2:25][N:20]([C@@H:15]([C:10]3[CH:11]=[CH:12][CH:13]=[CH:14][C:9]=3[Cl:8])[C:16]([O:18][CH3:19])=[O:17])[CH2:21][C:22]=2[CH:28]=1)=[O:6]. The yield is 0.450.